This data is from Reaction yield outcomes from USPTO patents with 853,638 reactions. The task is: Predict the reaction yield, written as a fraction of the theoretical maximum amount of product (1.0 means a 100% yield; for example, 0.34 means a 34% yield). (1) The reactants are S(Cl)(Cl)=O.[Cl:5][C:6]1[CH:11]=[CH:10][C:9]([N+:12]([O-:14])=[O:13])=[CH:8][C:7]=1[S:15]([OH:18])(=O)=[O:16].C[N:20](C)C=O. No catalyst specified. The product is [Cl:5][C:6]1[CH:11]=[CH:10][C:9]([N+:12]([O-:14])=[O:13])=[CH:8][C:7]=1[S:15]([NH2:20])(=[O:18])=[O:16]. The yield is 0.424. (2) The reactants are C(OC([N:8]1[CH2:13][CH:12]=[C:11]([C:14]2[CH:15]=[CH:16][C:17]3[O:26][CH2:25][CH2:24][C:23]4[N:19]([N:20]=[C:21]([C:27]5[N:28]([CH2:32][C:33]([F:36])([F:35])[F:34])[N:29]=[CH:30][N:31]=5)[CH:22]=4)[C:18]=3[CH:37]=2)[CH2:10][CH2:9]1)=O)(C)(C)C.Cl.C(OCC)C. The catalyst is [Pd]. The product is [NH:8]1[CH2:13][CH2:12][CH:11]([C:14]2[CH:15]=[CH:16][C:17]3[O:26][CH2:25][CH2:24][C:23]4[N:19]([N:20]=[C:21]([C:27]5[N:28]([CH2:32][C:33]([F:35])([F:34])[F:36])[N:29]=[CH:30][N:31]=5)[CH:22]=4)[C:18]=3[CH:37]=2)[CH2:10][CH2:9]1. The yield is 0.740.